This data is from Reaction yield outcomes from USPTO patents with 853,638 reactions. The task is: Predict the reaction yield, written as a fraction of the theoretical maximum amount of product (1.0 means a 100% yield; for example, 0.34 means a 34% yield). (1) The reactants are C[O:2][C:3]([C:5]1[CH:10]=[CH:9][C:8]([C:11]2[CH:16]=[CH:15][C:14]([Cl:17])=[CH:13][CH:12]=2)=[CH:7][C:6]=1[O:18][CH3:19])=[O:4].O.[Li+].[OH-]. The catalyst is C1COCC1. The product is [Cl:17][C:14]1[CH:13]=[CH:12][C:11]([C:8]2[CH:9]=[CH:10][C:5]([C:3]([OH:4])=[O:2])=[C:6]([O:18][CH3:19])[CH:7]=2)=[CH:16][CH:15]=1. The yield is 0.910. (2) The product is [C:37]([O:36][C:35]([NH:34][CH:31]1[CH2:32][CH2:33][CH:28]([S:18][CH2:17][C:3]2[N:4]=[C:5]([C:7]3[CH:8]=[CH:9][C:10]([C:11]([O:13][CH3:14])=[O:12])=[CH:15][CH:16]=3)[O:6][C:2]=2[CH3:1])[CH2:29][CH2:30]1)=[O:41])([CH3:40])([CH3:38])[CH3:39]. The catalyst is CN(C)C=O. The reactants are [CH3:1][C:2]1[O:6][C:5]([C:7]2[CH:16]=[CH:15][C:10]([C:11]([O:13][CH3:14])=[O:12])=[CH:9][CH:8]=2)=[N:4][C:3]=1[CH2:17][SH:18].C(=O)([O-])[O-].CS(O[CH:28]1[CH2:33][CH2:32][CH:31]([NH:34][C:35](=[O:41])[O:36][C:37]([CH3:40])([CH3:39])[CH3:38])[CH2:30][CH2:29]1)(=O)=O. The yield is 0.140. (3) The reactants are [N+:1]([C:4]1[C:8]2[CH:9]=[CH:10][CH:11]=[CH:12][C:7]=2[S:6][C:5]=1[S:13]([O-:16])(=[O:15])=[O:14])([O-:3])=[O:2].C(=O)([O-])[O-].[Ag+2:21].CCCCCC.C(OCC)(=O)C. The catalyst is C(#N)C.O. The product is [N+:1]([C:4]1[C:8]2[CH:9]=[CH:10][CH:11]=[CH:12][C:7]=2[S:6][C:5]=1[S:13]([O-:16])(=[O:14])=[O:15])([O-:3])=[O:2].[Ag+:21]. The yield is 0.982. (4) The reactants are [Cl:1][C:2]1[CH:34]=[CH:33][C:5]([CH2:6][CH2:7][NH:8][C:9]([C:11]2[CH:29]=[CH:28][C:14]([O:15][C:16]3[CH:21]=[CH:20][C:19]([CH2:22][C:23]([O:25][CH3:26])=[O:24])=[CH:18][C:17]=3[Cl:27])=[C:13]([N+:30]([O-])=O)[CH:12]=2)=[O:10])=[CH:4][CH:3]=1.[NH4+].[Cl-].C(Cl)Cl.C(=O)([O-])[O-].[Na+].[Na+]. The catalyst is C1COCC1.[Zn]. The product is [Cl:1][C:2]1[CH:3]=[CH:4][C:5]([CH2:6][CH2:7][NH:8][C:9]([C:11]2[CH:29]=[CH:28][C:14]([O:15][C:16]3[CH:21]=[CH:20][C:19]([CH2:22][C:23]([O:25][CH3:26])=[O:24])=[CH:18][C:17]=3[Cl:27])=[C:13]([NH2:30])[CH:12]=2)=[O:10])=[CH:33][CH:34]=1. The yield is 0.986. (5) The reactants are [OH:1][CH2:2][CH2:3][C:4]#[N:5].[CH3:6][C:7]([CH3:11])([CH3:10])[C:8]#[N:9].[NH2:12][NH2:13].N([O-])=O.[Na+].Cl. The catalyst is C(S([O-])(=O)=O)(F)(F)F.C(S([O-])(=O)=O)(F)(F)F.[Zn+2]. The product is [C:7]([C:8]1[N:9]=[N:5][C:4]([CH2:3][CH2:2][OH:1])=[N:12][N:13]=1)([CH3:11])([CH3:10])[CH3:6]. The yield is 0.420. (6) The product is [NH2:16][C@H:12]([C:9]1[CH:10]=[CH:11][C:6]([S:3]([CH2:1][CH3:2])(=[O:5])=[O:4])=[CH:7][CH:8]=1)[CH2:13][CH2:14][OH:15]. The catalyst is CC#N. The yield is 0.150. The reactants are [CH2:1]([S:3]([C:6]1[CH:11]=[CH:10][C:9]([C@@H:12]([NH:16]C(=O)OC(C)(C)C)[CH2:13][CH2:14][OH:15])=[CH:8][CH:7]=1)(=[O:5])=[O:4])[CH3:2].Cl. (7) The reactants are [CH3:1][C:2]([O:5][C:6]([N:8]1[CH2:11][CH2:10][C@H:9]1[C:12]([OH:14])=O)=[O:7])([CH3:4])[CH3:3].CN(C(ON1N=NC2C=CC=NC1=2)=[N+](C)C)C.F[P-](F)(F)(F)(F)F.CCN(C(C)C)C(C)C.FC(F)(F)C(O)=O.[NH2:55][C@@H:56]([CH2:63][CH:64]([CH3:66])[CH3:65])/[CH:57]=[CH:58]/[C:59]([O:61][CH3:62])=[O:60]. The catalyst is C(Cl)Cl.CN(C=O)C.O. The product is [CH3:62][O:61][C:59](=[O:60])/[CH:58]=[CH:57]/[C@@H:56]([NH:55][C:12]([C@@H:9]1[CH2:10][CH2:11][N:8]1[C:6]([O:5][C:2]([CH3:1])([CH3:3])[CH3:4])=[O:7])=[O:14])[CH2:63][CH:64]([CH3:66])[CH3:65]. The yield is 0.860.